From a dataset of Peptide-MHC class I binding affinity with 185,985 pairs from IEDB/IMGT. Regression. Given a peptide amino acid sequence and an MHC pseudo amino acid sequence, predict their binding affinity value. This is MHC class I binding data. (1) The MHC is HLA-B35:01 with pseudo-sequence HLA-B35:01. The peptide sequence is YQRALHTSI. The binding affinity (normalized) is 0.0847. (2) The peptide sequence is LATWVGVNL. The MHC is Patr-B0101 with pseudo-sequence Patr-B0101. The binding affinity (normalized) is 0.294. (3) The peptide sequence is FPRIWLHGL. The MHC is HLA-A02:06 with pseudo-sequence HLA-A02:06. The binding affinity (normalized) is 0.0880.